Dataset: Full USPTO retrosynthesis dataset with 1.9M reactions from patents (1976-2016). Task: Predict the reactants needed to synthesize the given product. (1) Given the product [CH2:1]([C@H:8]1[CH2:10][O:9]1)[C:2]1[CH:7]=[CH:6][CH:5]=[CH:4][CH:3]=1, predict the reactants needed to synthesize it. The reactants are: [CH2:1]([CH:8]1[CH2:10][O:9]1)[C:2]1[CH:7]=[CH:6][CH:5]=[CH:4][CH:3]=1.O. (2) Given the product [CH3:27][O:26][C:22]1[CH:21]=[C:20]([CH:3]2[O:4][CH2:5][CH2:6][N:7]([S:8]([C:11]3[CH:16]=[CH:15][C:14]([N+:17]([O-:19])=[O:18])=[CH:13][CH:12]=3)(=[O:10])=[O:9])[CH2:2]2)[CH:25]=[CH:24][CH:23]=1, predict the reactants needed to synthesize it. The reactants are: Br[CH2:2][CH:3]([C:20]1[CH:25]=[CH:24][CH:23]=[C:22]([O:26][CH3:27])[CH:21]=1)[O:4][CH2:5][CH2:6][NH:7][S:8]([C:11]1[CH:16]=[CH:15][C:14]([N+:17]([O-:19])=[O:18])=[CH:13][CH:12]=1)(=[O:10])=[O:9].C(=O)([O-])[O-].[K+].[K+]. (3) Given the product [OH:1][C:2]1([CH2:15][CH2:16][CH2:17][OH:18])[CH2:7][CH2:6][N:5]([C:8]([O:10][C:11]([CH3:12])([CH3:13])[CH3:14])=[O:9])[CH2:4][CH2:3]1, predict the reactants needed to synthesize it. The reactants are: [OH:1][C:2]1([C:15]#[C:16][CH2:17][OH:18])[CH2:7][CH2:6][N:5]([C:8]([O:10][C:11]([CH3:14])([CH3:13])[CH3:12])=[O:9])[CH2:4][CH2:3]1.C(O)(=O)C.O.